This data is from Forward reaction prediction with 1.9M reactions from USPTO patents (1976-2016). The task is: Predict the product of the given reaction. (1) Given the reactants [C:1]([O:5][C:6]([NH:8][C@H:9]1[CH2:13][C@@H:12]([C:14]([OH:16])=[O:15])[CH:11]=[CH:10]1)=[O:7])([CH3:4])([CH3:3])[CH3:2].[C:17](=O)([O-])[O-].[K+].[K+].CI, predict the reaction product. The product is: [C:1]([O:5][C:6]([NH:8][C@H:9]1[CH2:13][C@@H:12]([C:14]([O:16][CH3:17])=[O:15])[CH:11]=[CH:10]1)=[O:7])([CH3:4])([CH3:2])[CH3:3]. (2) Given the reactants O.[OH-].[Li+].[CH:4]1([C@H:10]([NH:15][C:16]([C:18]2[C:27]([NH:28][C:29](=[O:40])[CH2:30][C:31]3[C:36]([CH3:37])=[CH:35][C:34]([CH3:38])=[CH:33][C:32]=3[CH3:39])=[CH:26][C:25]3[C:20](=[CH:21][CH:22]=[CH:23][CH:24]=3)[CH:19]=2)=[O:17])[C:11]([O:13]C)=[O:12])[CH2:9][CH2:8][CH2:7][CH2:6][CH2:5]1.CO.Cl, predict the reaction product. The product is: [CH:4]1([C@H:10]([NH:15][C:16]([C:18]2[C:27]([NH:28][C:29](=[O:40])[CH2:30][C:31]3[C:36]([CH3:37])=[CH:35][C:34]([CH3:38])=[CH:33][C:32]=3[CH3:39])=[CH:26][C:25]3[C:20](=[CH:21][CH:22]=[CH:23][CH:24]=3)[CH:19]=2)=[O:17])[C:11]([OH:13])=[O:12])[CH2:9][CH2:8][CH2:7][CH2:6][CH2:5]1. (3) Given the reactants C(OC([N:8]1[CH2:13][CH2:12][CH:11]([O:14][C:15]2[N:20]=[CH:19][N:18]=[C:17]3[N:21]([C:24]4[CH:29]=[CH:28][C:27]([S:30]([CH3:33])(=[O:32])=[O:31])=[CH:26][CH:25]=4)[N:22]=[CH:23][C:16]=23)[CH2:10][CH2:9]1)=O)(C)(C)C.C(#N)C.ClCCl.Cl, predict the reaction product. The product is: [CH3:33][S:30]([C:27]1[CH:28]=[CH:29][C:24]([N:21]2[C:17]3=[N:18][CH:19]=[N:20][C:15]([O:14][CH:11]4[CH2:12][CH2:13][NH:8][CH2:9][CH2:10]4)=[C:16]3[CH:23]=[N:22]2)=[CH:25][CH:26]=1)(=[O:31])=[O:32]. (4) Given the reactants [Cl:1][C:2]1[C:3]2[NH:10][CH:9]=[CH:8][C:4]=2[N:5]=[CH:6][N:7]=1.[CH3:11][S:12]([CH:15]=[CH2:16])(=[O:14])=[O:13].C(=O)([O-])[O-].[Cs+].[Cs+].CN(C)C=O, predict the reaction product. The product is: [Cl:1][C:2]1[C:3]2[N:10]([CH2:16][CH2:15][S:12]([CH3:11])(=[O:14])=[O:13])[CH:9]=[CH:8][C:4]=2[N:5]=[CH:6][N:7]=1. (5) The product is: [F:1][C:2]1[CH:3]=[CH:4][C:5]([S:8]([N:11]2[C:20]3[C:15](=[CH:16][C:17]([C:21]([OH:30])([C:22]([F:23])([F:25])[F:24])[C:26]([F:29])([F:28])[F:27])=[CH:18][CH:19]=3)[CH2:14][CH2:13][C@H:12]2[CH2:31][C:32](=[O:34])[C:35]#[CH:36])(=[O:10])=[O:9])=[CH:6][CH:7]=1. Given the reactants [F:1][C:2]1[CH:7]=[CH:6][C:5]([S:8]([N:11]2[C:20]3[C:15](=[CH:16][C:17]([C:21]([OH:30])([C:26]([F:29])([F:28])[F:27])[C:22]([F:25])([F:24])[F:23])=[CH:18][CH:19]=3)[CH2:14][CH2:13][C@H:12]2[CH2:31][C:32]([OH:34])=O)(=[O:10])=[O:9])=[CH:4][CH:3]=1.[CH3:35][CH2:36]N(C(C)C)C(C)C.F[P-](F)(F)(F)(F)F.N1(O[P+](N(C)C)(N(C)C)N(C)C)C2C=CC=CC=2N=N1.C([Mg]Br)#C, predict the reaction product. (6) Given the reactants [NH2:1][CH2:2][C@H:3]1[N:8]([C:9]([C:11]2[N:12]=[C:13]([CH3:23])[S:14][C:15]=2[C:16]2[CH:17]=[C:18]([CH3:22])[CH:19]=[CH:20][CH:21]=2)=[O:10])[CH2:7][C@H:6]2[C@@H:4]1[CH2:5]2.[CH3:24][N:25]1[C:30]2[CH:31]=[CH:32][CH:33]=[C:34]([C:35](O)=[O:36])[C:29]=2[O:28][CH2:27][C:26]1=[O:38], predict the reaction product. The product is: [CH3:23][C:13]1[S:14][C:15]([C:16]2[CH:17]=[C:18]([CH3:22])[CH:19]=[CH:20][CH:21]=2)=[C:11]([C:9]([N:8]2[CH2:7][C@H:6]3[C@H:4]([CH2:5]3)[C@H:3]2[CH2:2][NH:1][C:35]([C:34]2[C:29]3[O:28][CH2:27][C:26](=[O:38])[N:25]([CH3:24])[C:30]=3[CH:31]=[CH:32][CH:33]=2)=[O:36])=[O:10])[N:12]=1. (7) The product is: [N:27]1[CH:28]=[CH:29][CH:30]=[CH:31][C:26]=1[NH:25][C:17](=[O:19])[CH:16]([N:15]1[CH2:14][C:5]2[CH2:4][C:3]3[C:2]([Cl:1])=[CH:11][CH:10]=[CH:9][C:8]=3[O:7][C:6]=2[C:12]1=[O:13])[CH2:20][CH:21]([CH3:22])[CH3:23]. Given the reactants [Cl:1][C:2]1[CH:11]=[CH:10][CH:9]=[C:8]2[C:3]=1[CH2:4][C:5]([CH2:14][N:15](C)[C@@H:16]([CH2:20][CH:21]([CH3:23])[CH3:22])[C:17]([OH:19])=O)=[C:6]([CH:12]=[O:13])[O:7]2.[NH2:25][C:26]1[CH:31]=[CH:30][CH:29]=[CH:28][N:27]=1.ON1C2C=CC=CC=2N=N1, predict the reaction product.